Task: Predict the reactants needed to synthesize the given product.. Dataset: Full USPTO retrosynthesis dataset with 1.9M reactions from patents (1976-2016) (1) Given the product [NH2:42][C@H:29]1[C@H:30]([OH:34])[C@@H:31]([CH3:33])[CH2:32][N:27]([C:26]2[CH:25]=[CH:24][N:23]=[CH:22][C:21]=2[NH:20][C:17]([C:13]2[CH:12]=[CH:11][C:10]3[C:15](=[CH:16][C:7]([N:1]4[CH2:2][CH2:3][O:4][CH2:5][CH2:6]4)=[CH:8][CH:9]=3)[N:14]=2)=[O:19])[CH2:28]1, predict the reactants needed to synthesize it. The reactants are: [N:1]1([C:7]2[CH:16]=[C:15]3[C:10]([CH:11]=[CH:12][C:13]([C:17]([OH:19])=O)=[N:14]3)=[CH:9][CH:8]=2)[CH2:6][CH2:5][O:4][CH2:3][CH2:2]1.[NH2:20][C:21]1[CH:22]=[N:23][CH:24]=[CH:25][C:26]=1[N:27]1[CH2:32][C@H:31]([CH3:33])[C@@H:30]([O:34][Si](C(C)(C)C)(C)C)[C@H:29]([NH:42]C(=O)OC(C)(C)C)[CH2:28]1.CN(C(ON1N=NC2C=CC=NC1=2)=[N+](C)C)C.F[P-](F)(F)(F)(F)F.CCN(C(C)C)C(C)C.Cl.O1CCOCC1. (2) Given the product [C:1]([C:5]1[CH:29]=[CH:28][C:8]([CH2:9][S:10][C:11]2[O:12][C:13]3[C:18]([C:19](=[O:22])[C:20]=2[CH3:21])=[C:17]([OH:23])[CH:16]=[CH:15][CH:14]=3)=[CH:7][CH:6]=1)([CH3:2])([CH3:3])[CH3:4], predict the reactants needed to synthesize it. The reactants are: [C:1]([C:5]1[CH:29]=[CH:28][C:8]([CH2:9][S:10][C:11]2[O:12][C:13]3[C:18]([C:19](=[O:22])[C:20]=2[CH3:21])=[C:17]([O:23]C(C)(C)C)[CH:16]=[CH:15][CH:14]=3)=[CH:7][CH:6]=1)([CH3:4])([CH3:3])[CH3:2].FC(F)(F)C(O)=O. (3) Given the product [Br:1][C:2]1[C:10]2[C:5](=[N:6][CH:7]=[CH:8][CH:9]=2)[N:4]([S:23]([C:21]2[CH:20]=[CH:19][CH:18]=[C:17]3[C:22]=2[N:13]=[CH:14][CH:15]=[CH:16]3)(=[O:24])=[O:25])[CH:3]=1, predict the reactants needed to synthesize it. The reactants are: [Br:1][C:2]1[C:10]2[C:5](=[N:6][CH:7]=[CH:8][CH:9]=2)[NH:4][CH:3]=1.[OH-].[Na+].[N:13]1[C:22]2[C:17](=[CH:18][CH:19]=[CH:20][C:21]=2[S:23](Cl)(=[O:25])=[O:24])[CH:16]=[CH:15][CH:14]=1. (4) Given the product [C:18]([O:22][C:23]([C:25]1[N:26]=[N:27][N:28]([CH2:30][C@H:31]([F:55])[CH2:32][C:33]([C:48]2[N:49]=[N:50][C:51]([NH:16][C:14](=[O:15])[CH2:13][C:9]3[CH:8]=[C:7]([O:6][CH:4]4[CH2:5][C:2]([F:1])([F:17])[CH2:3]4)[CH:12]=[CH:11][N:10]=3)=[CH:52][CH:53]=2)([C:34]([O:36][C:37]([CH3:39])([CH3:38])[CH3:40])=[O:35])[C:41]([O:43][C:44]([CH3:47])([CH3:46])[CH3:45])=[O:42])[CH:29]=1)=[O:24])([CH3:19])([CH3:20])[CH3:21], predict the reactants needed to synthesize it. The reactants are: [F:1][C:2]1([F:17])[CH2:5][CH:4]([O:6][C:7]2[CH:12]=[CH:11][N:10]=[C:9]([CH2:13][C:14]([NH2:16])=[O:15])[CH:8]=2)[CH2:3]1.[C:18]([O:22][C:23]([C:25]1[N:26]=[N:27][N:28]([CH2:30][C@H:31]([F:55])[CH2:32][C:33]([C:48]2[N:49]=[N:50][C:51](I)=[CH:52][CH:53]=2)([C:41]([O:43][C:44]([CH3:47])([CH3:46])[CH3:45])=[O:42])[C:34]([O:36][C:37]([CH3:40])([CH3:39])[CH3:38])=[O:35])[CH:29]=1)=[O:24])([CH3:21])([CH3:20])[CH3:19].CC1(C)C2C(=C(P(C3C=CC=CC=3)C3C=CC=CC=3)C=CC=2)OC2C(P(C3C=CC=CC=3)C3C=CC=CC=3)=CC=CC1=2.C([O-])([O-])=O.[Cs+].[Cs+].